This data is from Forward reaction prediction with 1.9M reactions from USPTO patents (1976-2016). The task is: Predict the product of the given reaction. (1) Given the reactants [C:1]1([NH:7][C:8]2[N:15]=[CH:14][CH:13]=[CH:12][C:9]=2[CH:10]=O)[CH:6]=[CH:5][CH:4]=[CH:3][CH:2]=1.[C:16](OCC)(=[O:23])[CH2:17][C:18]([O:20][CH2:21][CH3:22])=[O:19].N1CCCCC1, predict the reaction product. The product is: [O:23]=[C:16]1[C:17]([C:18]([O:20][CH2:21][CH3:22])=[O:19])=[CH:10][C:9]2[C:8](=[N:15][CH:14]=[CH:13][CH:12]=2)[N:7]1[C:1]1[CH:6]=[CH:5][CH:4]=[CH:3][CH:2]=1. (2) Given the reactants [O:1]=[C:2]([CH3:8])/[CH:3]=[CH:4]/[C:5]([OH:7])=[O:6].[Br-:9].[Br-].[Br-].C(CC[P+](C1C=CC=CC=1)(C1C=CC=CC=1)C1C=CC=CC=1)(O)=O.C(CC[P+](C1C=CC=CC=1)(C1C=CC=CC=1)C1C=CC=CC=1)(O)=O.C(CC[P+](C1C=CC=CC=1)(C1C=CC=CC=1)C1C=CC=CC=1)(O)=O, predict the reaction product. The product is: [Br:9][CH2:8][C:2](=[O:1])/[CH:3]=[CH:4]/[C:5]([OH:7])=[O:6]. (3) Given the reactants [CH3:1][O:2][C:3]1[CH:8]=[CH:7][C:6]([C:9]2[CH:10]=[C:11]3[C:16]4=[C:17]([C@@H:19]5[CH2:24][NH:23][CH2:22][CH2:21][C@@H:20]5[N:15]4[CH2:14][CH2:13][CH2:12]3)[CH:18]=2)=[C:5]([C:25]([F:28])([F:27])[F:26])[CH:4]=1.Br[CH2:30][CH2:31][CH2:32][CH:33]=[CH2:34].N, predict the reaction product. The product is: [CH3:1][O:2][C:3]1[CH:8]=[CH:7][C:6]([C:9]2[CH:10]=[C:11]3[C:16]4=[C:17]([C@@H:19]5[CH2:24][N:23]([CH2:34][CH2:33][CH2:32][CH:31]=[CH2:30])[CH2:22][CH2:21][C@@H:20]5[N:15]4[CH2:14][CH2:13][CH2:12]3)[CH:18]=2)=[C:5]([C:25]([F:28])([F:26])[F:27])[CH:4]=1. (4) Given the reactants [Cl:1][C:2]1[C:7]([C:8]2[C:13]([Cl:14])=[CH:12][N:11]=[C:10](F)[CH:9]=2)=[CH:6][C:5]([NH:16][CH2:17][CH:18]2[CH2:23][CH2:22][O:21][CH2:20][CH2:19]2)=[CH:4][N:3]=1.[C@H:24]1([NH2:31])[CH2:29][CH2:28][C@H:27]([NH2:30])[CH2:26][CH2:25]1, predict the reaction product. The product is: [NH2:30][C@H:27]1[CH2:28][CH2:29][C@H:24]([NH:31][C:10]2[CH:9]=[C:8]([C:7]3[C:2]([Cl:1])=[N:3][CH:4]=[C:5]([NH:16][CH2:17][CH:18]4[CH2:23][CH2:22][O:21][CH2:20][CH2:19]4)[CH:6]=3)[C:13]([Cl:14])=[CH:12][N:11]=2)[CH2:25][CH2:26]1. (5) Given the reactants [C:1]([C:5]1[CH:9]=[C:8](C(O)=O)[N:7]([C:13]2[CH:18]=[CH:17][CH:16]=[C:15]([F:19])[CH:14]=2)[N:6]=1)([CH3:4])([CH3:3])[CH3:2].C([N:22]([CH2:25]C)CC)C.C1(P(N=[N+]=[N-])(C2C=CC=CC=2)=[O:34])C=CC=CC=1.[NH2:44][C:45]1[CH:62]=[CH:61][C:48]([O:49][C:50]2[CH:55]=[CH:54][N:53]=[C:52]3[NH:56][C:57](=[O:60])[N:58]([CH3:59])[C:51]=23)=[CH:47][C:46]=1[F:63], predict the reaction product. The product is: [C:1]([C:5]1[CH:9]=[C:8]([NH:22][C:25]([NH:44][C:45]2[CH:62]=[CH:61][C:48]([O:49][C:50]3[CH:55]=[CH:54][N:53]=[C:52]4[NH:56][C:57](=[O:60])[N:58]([CH3:59])[C:51]=34)=[CH:47][C:46]=2[F:63])=[O:34])[N:7]([C:13]2[CH:18]=[CH:17][CH:16]=[C:15]([F:19])[CH:14]=2)[N:6]=1)([CH3:2])([CH3:3])[CH3:4]. (6) Given the reactants [CH3:1][O:2][C:3](=[O:46])[C@H:4]([CH:43]([CH3:45])[CH3:44])[NH:5][CH2:6][C:7]1[CH:12]=[CH:11][C:10]([C:13]2[CH:18]=[CH:17][CH:16]=[CH:15][C:14]=2[C:19]2[N:23]([C:24]([C:37]3[CH:42]=[CH:41][CH:40]=[CH:39][CH:38]=3)([C:31]3[CH:36]=[CH:35][CH:34]=[CH:33][CH:32]=3)[C:25]3[CH:30]=[CH:29][CH:28]=[CH:27][CH:26]=3)[N:22]=[N:21][N:20]=2)=[CH:9][CH:8]=1.[C:47]([OH:52])(=[O:51])[C:48]([OH:50])=[O:49].O.O.C(O)(=O)C(O)=O.C(O)C, predict the reaction product. The product is: [CH3:1][O:2][C:3](=[O:46])[C@H:4]([CH:43]([CH3:44])[CH3:45])[NH:5][CH2:6][C:7]1[CH:8]=[CH:9][C:10]([C:13]2[CH:18]=[CH:17][CH:16]=[CH:15][C:14]=2[C:19]2[N:23]([C:24]([C:37]3[CH:38]=[CH:39][CH:40]=[CH:41][CH:42]=3)([C:31]3[CH:32]=[CH:33][CH:34]=[CH:35][CH:36]=3)[C:25]3[CH:30]=[CH:29][CH:28]=[CH:27][CH:26]=3)[N:22]=[N:21][N:20]=2)=[CH:11][CH:12]=1.[C:47]([OH:52])(=[O:51])[C:48]([OH:50])=[O:49].[CH3:1][O:2][C:3](=[O:46])[C@H:4]([CH:43]([CH3:44])[CH3:45])[NH:5][CH2:6][C:7]1[CH:8]=[CH:9][C:10]([C:13]2[CH:18]=[CH:17][CH:16]=[CH:15][C:14]=2[C:19]2[N:23]([C:24]([C:37]3[CH:38]=[CH:39][CH:40]=[CH:41][CH:42]=3)([C:31]3[CH:32]=[CH:33][CH:34]=[CH:35][CH:36]=3)[C:25]3[CH:30]=[CH:29][CH:28]=[CH:27][CH:26]=3)[N:22]=[N:21][N:20]=2)=[CH:11][CH:12]=1. (7) Given the reactants [NH2:1][C:2]1[CH:22]=[CH:21][C:5]([CH2:6][C:7]2[N:12]3[CH:13]=[CH:14][N:15]=[C:11]3[C:10]([CH2:16][C:17]([O:19][CH3:20])=[O:18])=[CH:9][N:8]=2)=[CH:4][CH:3]=1.[F:23][C:24]([F:35])([F:34])[C:25]1[CH:33]=[CH:32][C:28]([C:29](Cl)=[O:30])=[CH:27][CH:26]=1.C(N(CC)CC)C, predict the reaction product. The product is: [F:23][C:24]([F:34])([F:35])[C:25]1[CH:33]=[CH:32][C:28]([C:29]([NH:1][C:2]2[CH:3]=[CH:4][C:5]([CH2:6][C:7]3[N:12]4[CH:13]=[CH:14][N:15]=[C:11]4[C:10]([CH2:16][C:17]([O:19][CH3:20])=[O:18])=[CH:9][N:8]=3)=[CH:21][CH:22]=2)=[O:30])=[CH:27][CH:26]=1.